This data is from Forward reaction prediction with 1.9M reactions from USPTO patents (1976-2016). The task is: Predict the product of the given reaction. Given the reactants Br[C:2]1[CH:3]=[N:4][C:5]([C:8]([O:10][CH3:11])=[O:9])=[N:6][CH:7]=1.[CH3:12][N:13](C)C=O, predict the reaction product. The product is: [C:12]([C:2]1[CH:3]=[N:4][C:5]([C:8]([O:10][CH3:11])=[O:9])=[N:6][CH:7]=1)#[N:13].